Dataset: Forward reaction prediction with 1.9M reactions from USPTO patents (1976-2016). Task: Predict the product of the given reaction. (1) Given the reactants [Cl:1][C:2]1[CH:7]=[CH:6][CH:5]=[CH:4][C:3]=1[C:8]1[N:9]([C:16]2[CH:21]=[CH:20][C:19]([Cl:22])=[CH:18][CH:17]=2)[CH:10]=[C:11]([C:13]([OH:15])=[O:14])[N:12]=1.[Br:23]N1C(=O)CCC1=O, predict the reaction product. The product is: [Br:23][C:10]1[N:9]([C:16]2[CH:17]=[CH:18][C:19]([Cl:22])=[CH:20][CH:21]=2)[C:8]([C:3]2[CH:4]=[CH:5][CH:6]=[CH:7][C:2]=2[Cl:1])=[N:12][C:11]=1[C:13]([OH:15])=[O:14]. (2) Given the reactants [Br:1][C:2]1[CH:3]=[C:4]([CH:14]=[CH:15][CH:16]=1)[CH2:5][NH:6][C:7](=[O:13])[O:8][C:9]([CH3:12])([CH3:11])[CH3:10].[H-].[Na+].[CH3:19]I, predict the reaction product. The product is: [Br:1][C:2]1[CH:3]=[C:4]([CH:14]=[CH:15][CH:16]=1)[CH2:5][N:6]([CH3:19])[C:7](=[O:13])[O:8][C:9]([CH3:12])([CH3:11])[CH3:10]. (3) Given the reactants C1(CN(C[C@@H:17]2[CH2:22][CH2:21][NH:20][CH2:19][C@H:18]2[OH:23])CC2C=CC=CC=2)C=CC=CC=1.S1[CH:28]=[CH:27][CH:26]=[CH:25]1.[H][H], predict the reaction product. The product is: [CH2:25]([N:20]1[CH2:21][CH2:22][CH2:17][CH:18]([OH:23])[CH2:19]1)[CH2:26][CH2:27][CH3:28]. (4) Given the reactants NC1N=CC2C(=O)CC(C3C=CC=CC=3Br)CC=2N=1.[NH2:20][C:21]1[N:30]=[CH:29][C:28]2[C:27](=[O:31])[CH2:26][CH:25]([C:32]3[CH:37]=[CH:36][C:35](F)=[CH:34][C:33]=3[C:39]3[CH:40]=[N:41][CH:42]=[CH:43][CH:44]=3)[CH2:24][C:23]=2[N:22]=1, predict the reaction product. The product is: [NH2:20][C:21]1[N:30]=[CH:29][C:28]2[C:27](=[O:31])[CH2:26][CH:25]([C:32]3[CH:37]=[CH:36][CH:35]=[CH:34][C:33]=3[C:39]3[CH:40]=[N:41][CH:42]=[CH:43][CH:44]=3)[CH2:24][C:23]=2[N:22]=1.